From a dataset of Catalyst prediction with 721,799 reactions and 888 catalyst types from USPTO. Predict which catalyst facilitates the given reaction. (1) Reactant: [Cl:1][C:2]1[CH:7]=[C:6]([C:8]2[CH:13]=[C:12]([O:14][CH2:15][CH:16]([CH3:18])[CH3:17])[CH:11]=[C:10]([F:19])[CH:9]=2)[N:5]=[CH:4][C:3]=1[C:20]([OH:22])=O.O=S(Cl)Cl.CN(C=O)C.[N+:32]([C:35]1[N:40]=[C:39]([S:41]([NH2:44])(=[O:43])=[O:42])[CH:38]=[CH:37][CH:36]=1)([O-:34])=[O:33]. Product: [Cl:1][C:2]1[CH:7]=[C:6]([C:8]2[CH:13]=[C:12]([O:14][CH2:15][CH:16]([CH3:17])[CH3:18])[CH:11]=[C:10]([F:19])[CH:9]=2)[N:5]=[CH:4][C:3]=1[C:20]([NH:44][S:41]([C:39]1[CH:38]=[CH:37][CH:36]=[C:35]([N+:32]([O-:34])=[O:33])[N:40]=1)(=[O:42])=[O:43])=[O:22]. The catalyst class is: 2. (2) Reactant: C(N(CC)CC)C.[CH2:8]([O:15][C:16]([NH:18][C@H:19]1[CH2:24][CH2:23][CH2:22][NH:21][CH2:20]1)=[O:17])[C:9]1[CH:14]=[CH:13][CH:12]=[CH:11][CH:10]=1.CS(C)=O.[C:29]([C:33]1[O:34][C:35]2[C:36](=[C:38]([C:50]#[N:51])[C:39]([CH3:49])=[C:40]([C:43]3[CH:48]=[CH:47][CH:46]=[CH:45][CH:44]=3)[C:41]=2F)[N:37]=1)([CH3:32])([CH3:31])[CH3:30]. Product: [CH2:8]([O:15][C:16]([NH:18][C@H:19]1[CH2:24][CH2:23][CH2:22][N:21]([C:41]2[C:40]([C:43]3[CH:44]=[CH:45][CH:46]=[CH:47][CH:48]=3)=[C:39]([CH3:49])[C:38]([C:50]#[N:51])=[C:36]3[C:35]=2[O:34][C:33]([C:29]([CH3:32])([CH3:30])[CH3:31])=[N:37]3)[CH2:20]1)=[O:17])[C:9]1[CH:10]=[CH:11][CH:12]=[CH:13][CH:14]=1. The catalyst class is: 13.